From a dataset of Full USPTO retrosynthesis dataset with 1.9M reactions from patents (1976-2016). Predict the reactants needed to synthesize the given product. (1) The reactants are: C([C:8]1[C:16]([O:17][CH3:18])=[CH:15][C:11]([C:12]([OH:14])=[O:13])=[C:10]([N+:19]([O-])=O)[CH:9]=1)C1C=CC=CC=1.C[OH:23]. Given the product [NH2:19][C:10]1[CH:9]=[C:8]([OH:23])[C:16]([O:17][CH3:18])=[CH:15][C:11]=1[C:12]([OH:14])=[O:13], predict the reactants needed to synthesize it. (2) The reactants are: [Br:1][C:2]1[CH:3]=[C:4]([NH:13][CH:14]2[CH2:18][CH2:17][CH2:16][CH2:15]2)[C:5]([CH3:12])=[C:6]([CH:11]=1)[C:7]([O:9][CH3:10])=[O:8].[C:19]([O-])([O-])=O.[Cs+].[Cs+].CI. Given the product [Br:1][C:2]1[CH:3]=[C:4]([N:13]([CH:14]2[CH2:18][CH2:17][CH2:16][CH2:15]2)[CH3:19])[C:5]([CH3:12])=[C:6]([CH:11]=1)[C:7]([O:9][CH3:10])=[O:8], predict the reactants needed to synthesize it. (3) The reactants are: C([S:3]([C:6]1[CH:13]=CC([N+]([O-])=O)=C[C:7]=1C#N)(=[O:5])=[O:4])C.F[C:18]1[CH:25]=[CH:24][C:23]([N+:26]([O-:28])=[O:27])=[CH:22][C:19]=1[C:20]#[N:21].[CH3:29]C(S)(C)C.C1C=C(Cl)C=C(C(OO)=O)C=1. Given the product [C:6]([S:3]([C:18]1[CH:25]=[CH:24][C:23]([N+:26]([O-:28])=[O:27])=[CH:22][C:19]=1[C:20]#[N:21])(=[O:5])=[O:4])([CH3:13])([CH3:29])[CH3:7], predict the reactants needed to synthesize it.